The task is: Predict which catalyst facilitates the given reaction.. This data is from Catalyst prediction with 721,799 reactions and 888 catalyst types from USPTO. (1) Reactant: [CH3:1][C:2]([C:4]1[CH:12]=[CH:11][C:9](O)=[C:6]([O:7]C)[CH:5]=1)=[O:3].C([O-])([O-])=[O:14].[K+].[K+].C(Br)C1C=CC=CC=1. Product: [CH3:1][C:2]([C:4]1[CH:12]=[CH:11][CH:9]=[C:6]([OH:7])[C:5]=1[OH:14])=[O:3]. The catalyst class is: 23. (2) Product: [C:1]([O:4][C@H:5]([CH3:18])[C@H:6]([NH:10][C:11]([O:13][C:14]([CH3:17])([CH3:16])[CH3:15])=[O:12])[C:7]([OH:9])=[O:8])(=[O:3])[CH3:2]. The catalyst class is: 99. Reactant: [C:1]([O:4][CH:5]([CH3:18])[CH:6]([NH:10][C:11]([O:13][C:14]([CH3:17])([CH3:16])[CH3:15])=[O:12])[C:7]([O-:9])=[O:8])(=[O:3])[CH3:2]. (3) Reactant: [C:1]1([P:7]([C:14]2[CH:19]=[CH:18][CH:17]=[CH:16][CH:15]=2)[C:8]2[CH:13]=[CH:12][CH:11]=[CH:10][CH:9]=2)[CH:6]=[CH:5][CH:4]=[CH:3][CH:2]=1.[Br:20][CH2:21][C:22]1[CH:31]=[CH:30][CH:29]=[CH:28][C:23]=1[C:24]([O:26][CH3:27])=[O:25].C(OCC)C. Product: [Br-:20].[CH3:27][O:26][C:24]([C:23]1[CH:28]=[CH:29][CH:30]=[CH:31][C:22]=1[CH2:21][P+:7]([C:1]1[CH:2]=[CH:3][CH:4]=[CH:5][CH:6]=1)([C:8]1[CH:13]=[CH:12][CH:11]=[CH:10][CH:9]=1)[C:14]1[CH:15]=[CH:16][CH:17]=[CH:18][CH:19]=1)=[O:25]. The catalyst class is: 10. (4) Reactant: [O:1]=[C:2]1[C:10]2[C:5](=[CH:6][CH:7]=[CH:8][CH:9]=2)[C:4](=[O:11])[N:3]1[C@@H:12]([CH2:23][CH:24]([F:27])[CH2:25]I)[C:13]([O:15][CH2:16][C:17]1[CH:22]=[CH:21][CH:20]=[CH:19][CH:18]=1)=[O:14].[N-:28]=[N+:29]=[N-:30].[Na+]. Product: [N:28]([CH2:25][CH:24]([F:27])[CH2:23][C@H:12]([N:3]1[C:2](=[O:1])[C:10]2[C:5](=[CH:6][CH:7]=[CH:8][CH:9]=2)[C:4]1=[O:11])[C:13]([O:15][CH2:16][C:17]1[CH:22]=[CH:21][CH:20]=[CH:19][CH:18]=1)=[O:14])=[N+:29]=[N-:30]. The catalyst class is: 42. (5) Reactant: [Li]C(C)(C)C.CCCCC.Br[C:12]1[C:20]2[C:15](=[N:16][CH:17]=[C:18]([C:21]3[CH:26]=[CH:25][CH:24]=[C:23]([F:27])[CH:22]=3)[CH:19]=2)[N:14]([Si:28]([C:31]([CH3:34])([CH3:33])[CH3:32])([CH3:30])[CH3:29])[CH:13]=1.[C:35](=[O:37])=[O:36]. Product: [C:31]([Si:28]([CH3:30])([CH3:29])[N:14]1[C:15]2=[N:16][CH:17]=[C:18]([C:21]3[CH:26]=[CH:25][CH:24]=[C:23]([F:27])[CH:22]=3)[CH:19]=[C:20]2[C:12]([C:35]([OH:37])=[O:36])=[CH:13]1)([CH3:34])([CH3:33])[CH3:32]. The catalyst class is: 1. (6) Reactant: [Cl:1][C:2]1[CH:3]=[C:4]([C:9]2[CH:13]=[C:12]([C:14]3[CH:19]=[CH:18][C:17]([O:20][CH3:21])=[CH:16][CH:15]=3)[N:11](CC3C=CC(C(OC)=O)=CC=3)[N:10]=2)[CH:5]=[C:6]([Cl:8])[CH:7]=1.[CH3:33][OH:34].[OH-:35].[Na+]. Product: [Cl:8][C:6]1[CH:5]=[C:4]([C:9]2[N:10]([CH2:9][C:4]3[CH:5]=[CH:6][C:7]([C:33]([OH:35])=[O:34])=[CH:2][CH:3]=3)[N:11]=[C:12]([C:14]3[CH:19]=[CH:18][C:17]([O:20][CH3:21])=[CH:16][CH:15]=3)[CH:13]=2)[CH:3]=[C:2]([Cl:1])[CH:7]=1. The catalyst class is: 1. (7) Reactant: [Si:1]([O:8][CH:9]([CH2:20][O:21][C:22]1[CH:27]=[CH:26][CH:25]=[C:24]([C:28]2[N:33]=[C:32](Cl)[C:31]([CH3:35])=[C:30]([C:36]3[C:37]([CH3:42])=[N:38][O:39][C:40]=3[CH3:41])[N:29]=2)[CH:23]=1)[CH2:10][N:11]([CH3:19])[C:12](=[O:18])[O:13][C:14]([CH3:17])([CH3:16])[CH3:15])([C:4]([CH3:7])([CH3:6])[CH3:5])([CH3:3])[CH3:2].Cl.[NH2:44][CH:45]1[CH2:50][CH2:49][N:48]([C:51]([O:53][CH3:54])=[O:52])[CH2:47][CH2:46]1.C(N(CC)CC)C. Product: [C:14]([O:13][C:12]([N:11]([CH3:19])[CH2:10][CH:9]([O:8][Si:1]([C:4]([CH3:7])([CH3:6])[CH3:5])([CH3:3])[CH3:2])[CH2:20][O:21][C:22]1[CH:23]=[C:24]([C:28]2[N:33]=[C:32]([NH:44][CH:45]3[CH2:46][CH2:47][N:48]([C:51]([O:53][CH3:54])=[O:52])[CH2:49][CH2:50]3)[C:31]([CH3:35])=[C:30]([C:36]3[C:37]([CH3:42])=[N:38][O:39][C:40]=3[CH3:41])[N:29]=2)[CH:25]=[CH:26][CH:27]=1)=[O:18])([CH3:17])([CH3:16])[CH3:15]. The catalyst class is: 197. (8) Reactant: [F:1][C:2]1[CH:7]=[CH:6][C:5]([C:8]2[C:13]([C:14]([O:16][CH3:17])=[O:15])=[C:12]([CH:18]([CH3:20])[CH3:19])[N:11]=[C:10]([OH:21])[N:9]=2)=[CH:4][CH:3]=1.C(N(CC)CC)C.C1(C)C=CC=CC=1.[F:36][C:37]([F:43])([F:42])[S:38](Cl)(=[O:40])=[O:39]. Product: [F:1][C:2]1[CH:3]=[CH:4][C:5]([C:8]2[C:13]([C:14]([O:16][CH3:17])=[O:15])=[C:12]([CH:18]([CH3:19])[CH3:20])[N:11]=[C:10]([O:21][S:38]([C:37]([F:43])([F:42])[F:36])(=[O:40])=[O:39])[N:9]=2)=[CH:6][CH:7]=1. The catalyst class is: 6.